Dataset: Full USPTO retrosynthesis dataset with 1.9M reactions from patents (1976-2016). Task: Predict the reactants needed to synthesize the given product. (1) Given the product [NH2:7][CH:8]1[CH2:13][CH2:12][N:11]([CH2:14][CH2:15][N:16]2[C:21]3[CH:22]=[C:23]([O:26][CH3:27])[CH:24]=[CH:25][C:20]=3[O:19][CH2:18][C:17]2=[O:28])[C:10](=[O:29])[CH2:9]1, predict the reactants needed to synthesize it. The reactants are: C(OC(=O)[NH:7][CH:8]1[CH2:13][CH2:12][N:11]([CH2:14][CH2:15][N:16]2[C:21]3[CH:22]=[C:23]([O:26][CH3:27])[CH:24]=[CH:25][C:20]=3[O:19][CH2:18][C:17]2=[O:28])[C:10](=[O:29])[CH2:9]1)(C)(C)C.FC(F)(F)C(O)=O.NC1CCN(CCN2C3C=C(OC)C=CC=3COC2=O)CC1. (2) The reactants are: [CH3:1][S:2]([C:5]1[CH:10]=[CH:9][C:8](F)=[C:7]([F:12])[CH:6]=1)(=[O:4])=[O:3].[Cl:13][C:14]1[CH:15]=[C:16]([CH2:21][C:22]([OH:24])=[O:23])[CH:17]=[C:18]([OH:20])[CH:19]=1. Given the product [Cl:13][C:14]1[CH:15]=[C:16]([CH2:21][C:22]([OH:24])=[O:23])[CH:17]=[C:18]([O:20][C:8]2[CH:9]=[CH:10][C:5]([S:2]([CH3:1])(=[O:4])=[O:3])=[CH:6][C:7]=2[F:12])[CH:19]=1, predict the reactants needed to synthesize it. (3) Given the product [CH2:9]([NH:11][C:18]([C:17]1[S:16][C:15]([N:21]2[CH2:25][CH2:24][N:23]([CH2:26][C:27]3[CH:28]=[CH:29][C:30]([O:33][C:34]([F:35])([F:36])[F:37])=[CH:31][CH:32]=3)[C:22]2=[O:38])=[N:14][C:13]=1[CH3:12])=[O:19])[CH3:10], predict the reactants needed to synthesize it. The reactants are: C(N)C1C=CC=CC=1.[CH2:9]([NH2:11])[CH3:10].[CH3:12][C:13]1[N:14]=[C:15]([N:21]2[CH2:25][CH2:24][N:23]([CH2:26][C:27]3[CH:32]=[CH:31][C:30]([O:33][C:34]([F:37])([F:36])[F:35])=[CH:29][CH:28]=3)[C:22]2=[O:38])[S:16][C:17]=1[C:18](O)=[O:19]. (4) Given the product [CH2:1]([O:3][C:4]1[CH:9]=[C:8]([C:10]2[CH:11]=[CH:12][CH:13]=[CH:14][CH:15]=2)[N:7]=[C:6]([NH:21][C:24](=[O:33])[O:47][C:43]([CH3:46])([CH3:45])[CH3:44])[CH:5]=1)[CH3:2], predict the reactants needed to synthesize it. The reactants are: [CH2:1]([O:3][C:4]1[CH:9]=[C:8]([C:10]2[CH:15]=[CH:14][CH:13]=[CH:12][CH:11]=2)[N:7]=[C:6](C(O)=O)[CH:5]=1)[CH3:2].C([N:21]([CH2:24]C)CC)C.C1C=CC(P(N=[N+]=[N-])(C2C=CC=CC=2)=[O:33])=CC=1.[C:43]([OH:47])([CH3:46])([CH3:45])[CH3:44]. (5) Given the product [Br:1][C:2]1[CH:3]=[CH:4][C:5]([O:20][CH3:21])=[C:6]([S:8]([NH:11][C:12]2[CH:17]=[CH:16][C:15]([F:18])=[CH:14][C:13]=2[NH:19][S:29]([C:26]2[CH:27]=[CH:28][C:23]([Cl:22])=[CH:24][CH:25]=2)(=[O:31])=[O:30])(=[O:10])=[O:9])[CH:7]=1, predict the reactants needed to synthesize it. The reactants are: [Br:1][C:2]1[CH:3]=[CH:4][C:5]([O:20][CH3:21])=[C:6]([S:8]([NH:11][C:12]2[CH:17]=[CH:16][C:15]([F:18])=[CH:14][C:13]=2[NH2:19])(=[O:10])=[O:9])[CH:7]=1.[Cl:22][C:23]1[CH:28]=[CH:27][C:26]([S:29](Cl)(=[O:31])=[O:30])=[CH:25][CH:24]=1.